From a dataset of Peptide-MHC class I binding affinity with 185,985 pairs from IEDB/IMGT. Regression. Given a peptide amino acid sequence and an MHC pseudo amino acid sequence, predict their binding affinity value. This is MHC class I binding data. (1) The MHC is HLA-A69:01 with pseudo-sequence HLA-A69:01. The peptide sequence is IYDFYYLDY. The binding affinity (normalized) is 0.0847. (2) The peptide sequence is YPLASLRSLF. The MHC is HLA-B15:01 with pseudo-sequence HLA-B15:01. The binding affinity (normalized) is 0.0590. (3) The peptide sequence is SIIPSGPLK. The MHC is HLA-A11:01 with pseudo-sequence HLA-A11:01. The binding affinity (normalized) is 0.623. (4) The peptide sequence is MLNTYGEGF. The MHC is HLA-B15:01 with pseudo-sequence HLA-B15:01. The binding affinity (normalized) is 0.925. (5) The MHC is HLA-A03:01 with pseudo-sequence HLA-A03:01. The peptide sequence is LLQEKYGLI. The binding affinity (normalized) is 0. (6) The binding affinity (normalized) is 0.834. The peptide sequence is EVAGAGSGF. The MHC is SLA-10401 with pseudo-sequence SLA-10401. (7) The peptide sequence is WHQARFEEL. The MHC is HLA-B15:17 with pseudo-sequence HLA-B15:17. The binding affinity (normalized) is 0.0847.